This data is from NCI-60 drug combinations with 297,098 pairs across 59 cell lines. The task is: Regression. Given two drug SMILES strings and cell line genomic features, predict the synergy score measuring deviation from expected non-interaction effect. (1) Drug 1: C1CCN(CC1)CCOC2=CC=C(C=C2)C(=O)C3=C(SC4=C3C=CC(=C4)O)C5=CC=C(C=C5)O. Drug 2: COC1=C2C(=CC3=C1OC=C3)C=CC(=O)O2. Cell line: HCT116. Synergy scores: CSS=-8.21, Synergy_ZIP=0.183, Synergy_Bliss=-5.81, Synergy_Loewe=-6.89, Synergy_HSA=-7.35. (2) Drug 1: C1=NC2=C(N=C(N=C2N1C3C(C(C(O3)CO)O)O)F)N. Drug 2: CS(=O)(=O)CCNCC1=CC=C(O1)C2=CC3=C(C=C2)N=CN=C3NC4=CC(=C(C=C4)OCC5=CC(=CC=C5)F)Cl. Cell line: M14. Synergy scores: CSS=12.8, Synergy_ZIP=-5.37, Synergy_Bliss=-5.18, Synergy_Loewe=-5.80, Synergy_HSA=-3.42. (3) Cell line: OVCAR-8. Synergy scores: CSS=-0.505, Synergy_ZIP=0.339, Synergy_Bliss=1.48, Synergy_Loewe=-1.61, Synergy_HSA=0.373. Drug 2: C1=CC(=CC=C1C#N)C(C2=CC=C(C=C2)C#N)N3C=NC=N3. Drug 1: CC(C1=C(C=CC(=C1Cl)F)Cl)OC2=C(N=CC(=C2)C3=CN(N=C3)C4CCNCC4)N. (4) Drug 1: CC12CCC3C(C1CCC2=O)CC(=C)C4=CC(=O)C=CC34C. Drug 2: C1=CC(=CC=C1CCC2=CNC3=C2C(=O)NC(=N3)N)C(=O)NC(CCC(=O)O)C(=O)O. Cell line: MDA-MB-231. Synergy scores: CSS=26.9, Synergy_ZIP=-3.24, Synergy_Bliss=0.766, Synergy_Loewe=0.838, Synergy_HSA=2.70.